Dataset: Reaction yield outcomes from USPTO patents with 853,638 reactions. Task: Predict the reaction yield, written as a fraction of the theoretical maximum amount of product (1.0 means a 100% yield; for example, 0.34 means a 34% yield). (1) The reactants are [Cl:1][CH2:2][CH2:3][CH2:4][C:5]([C:7]1[S:8][CH:9]=[CH:10][CH:11]=1)=[O:6].[CH2:12](O)[CH2:13][OH:14]. The catalyst is C1(C)C=CC(S(O)(=O)=O)=CC=1.C1C=CC=CC=1. The product is [Cl:1][CH2:2][CH2:3][CH2:4][C:5]1([C:7]2[S:8][CH:9]=[CH:10][CH:11]=2)[O:14][CH2:13][CH2:12][O:6]1. The yield is 0.970. (2) The reactants are [CH:1]1([C:5]2[N:6]=[C:7]([CH2:10][CH2:11][C:12]3[CH:40]=[CH:39][N:15]4[C:16](=[O:38])[C:17](/[CH:29]=[CH:30]/[C:31]([O:33][C:34]([CH3:37])([CH3:36])[CH3:35])=[O:32])=[C:18]([N:20]5[CH2:25][CH2:24][CH2:23][CH:22]([O:26]C=O)[CH2:21]5)[N:19]=[C:14]4[CH:13]=3)[S:8][CH:9]=2)[CH2:4][CH2:3][CH2:2]1.C[O-].[Na+].C(Cl)(Cl)Cl. The yield is 0.840. The catalyst is CO.[Cl-].[Na+].O. The product is [CH:1]1([C:5]2[N:6]=[C:7]([CH2:10][CH2:11][C:12]3[CH:40]=[CH:39][N:15]4[C:16](=[O:38])[C:17](/[CH:29]=[CH:30]/[C:31]([O:33][C:34]([CH3:37])([CH3:35])[CH3:36])=[O:32])=[C:18]([N:20]5[CH2:25][CH2:24][CH2:23][CH:22]([OH:26])[CH2:21]5)[N:19]=[C:14]4[CH:13]=3)[S:8][CH:9]=2)[CH2:4][CH2:3][CH2:2]1. (3) The reactants are [Cl:1][C:2]1[CH:3]=[C:4]2[C:9](=[CH:10][CH:11]=1)[N:8]=[C:7]([NH:12]CC1C=CC(OC)=CC=1OC)[C:6]([O:24][CH3:25])=[N:5]2.FC(F)(F)C(O)=O. The catalyst is ClCCl. The product is [NH2:12][C:7]1[C:6]([O:24][CH3:25])=[N:5][C:4]2[C:9](=[CH:10][CH:11]=[C:2]([Cl:1])[CH:3]=2)[N:8]=1. The yield is 0.590. (4) The reactants are [CH3:1][C:2]1[O:6][N:5]=[C:4]([C:7]2[CH:12]=[CH:11][CH:10]=[CH:9][CH:8]=2)[C:3]=1[CH2:13][O:14][C:15]1[N:20]=[N:19][C:18]([NH2:21])=[CH:17][CH:16]=1.[CH:22]1([C:26](Cl)=[O:27])[CH2:25][CH2:24][CH2:23]1. No catalyst specified. The product is [CH3:1][C:2]1[O:6][N:5]=[C:4]([C:7]2[CH:8]=[CH:9][CH:10]=[CH:11][CH:12]=2)[C:3]=1[CH2:13][O:14][C:15]1[N:20]=[N:19][C:18]([NH:21][C:26]([CH:22]2[CH2:25][CH2:24][CH2:23]2)=[O:27])=[CH:17][CH:16]=1. The yield is 0.640. (5) The reactants are [H-].[Na+].[Br:3][C:4]1[CH:9]=[CH:8][C:7]([F:10])=[CH:6][C:5]=1[N:11]1[C:15](=[O:16])[NH:14][CH:13]=[N:12]1.I[CH3:18].[NH4+].[Cl-]. The catalyst is CN(C=O)C. The product is [Br:3][C:4]1[CH:9]=[CH:8][C:7]([F:10])=[CH:6][C:5]=1[N:11]1[C:15](=[O:16])[N:14]([CH3:18])[CH:13]=[N:12]1. The yield is 0.660. (6) The reactants are B(F)(F)F.CCOCC.[CH2:10]([O:12][C:13](=[O:33])[C:14]([OH:32])([CH3:31])[CH:15]([C:17]1[CH:22]=[CH:21][C:20]([O:23][CH2:24][C:25]2[CH:30]=[CH:29][CH:28]=[CH:27][CH:26]=2)=[CH:19][CH:18]=1)O)[CH3:11].C([SiH](CC)CC)C. The catalyst is C(Cl)Cl. The product is [CH2:10]([O:12][C:13](=[O:33])[C:14]([OH:32])([CH3:31])[CH2:15][C:17]1[CH:22]=[CH:21][C:20]([O:23][CH2:24][C:25]2[CH:26]=[CH:27][CH:28]=[CH:29][CH:30]=2)=[CH:19][CH:18]=1)[CH3:11]. The yield is 0.960.